From a dataset of Forward reaction prediction with 1.9M reactions from USPTO patents (1976-2016). Predict the product of the given reaction. (1) Given the reactants [NH2:1][C:2]1[C:3]([C:7]2[N:11]([CH2:12][C:13]3[CH:18]=[CH:17][CH:16]=[CH:15][CH:14]=3)C(=O)[O:9][N:8]=2)=[N:4][O:5][N:6]=1.[C:20](Cl)(=[O:27])[C:21]1[CH:26]=[CH:25][CH:24]=[CH:23][CH:22]=1, predict the reaction product. The product is: [CH2:12]([NH:11][C:7](=[N:8][OH:9])[C:3]1[C:2]([NH:1][C:20](=[O:27])[C:21]2[CH:26]=[CH:25][CH:24]=[CH:23][CH:22]=2)=[N:6][O:5][N:4]=1)[C:13]1[CH:14]=[CH:15][CH:16]=[CH:17][CH:18]=1. (2) Given the reactants [NH2:1][C:2]1[CH:3]=[C:4]2[C:8](=[CH:9][C:10]=1[N+:11]([O-:13])=[O:12])[C:7](=[O:14])[NH:6][C:5]2=[O:15].N1C=CN=C1.[CH3:21][N:22]([CH3:26])[CH2:23][CH2:24]N.CCOCC, predict the reaction product. The product is: [NH2:1][C:2]1[CH:3]=[C:4]2[C:8](=[CH:9][C:10]=1[N+:11]([O-:13])=[O:12])[C:7](=[O:14])[N:6]([CH2:24][CH2:23][N:22]([CH3:26])[CH3:21])[C:5]2=[O:15]. (3) Given the reactants Cl[C:2]1[CH:7]=[C:6]([Cl:8])[N:5]=[C:4]([S:9][CH3:10])[N:3]=1.C(=O)([O-])[O-].[Cs+].[Cs+].[CH3:17][C:18]1[N:22]=[C:21]([CH3:23])[NH:20][N:19]=1, predict the reaction product. The product is: [Cl:8][C:6]1[CH:7]=[C:2]([N:19]2[C:18]([CH3:17])=[N:22][C:21]([CH3:23])=[N:20]2)[N:3]=[C:4]([S:9][CH3:10])[N:5]=1. (4) Given the reactants [Cl:1][C:2]1[CH:30]=[CH:29][C:5]([CH2:6][NH:7][C:8]([C:10]2[CH:11]=[N:12][C:13]3[C:18]([C:19]=2[OH:20])=[CH:17][C:16]([CH2:21][N:22]2[CH2:27][CH2:26][O:25][CH2:24][CH2:23]2)=[CH:15][C:14]=3I)=[O:9])=[CH:4][CH:3]=1.CCN(CC)CC.[CH2:38]([S:40][CH2:41][C:42]#[CH:43])[CH3:39].CCO, predict the reaction product. The product is: [Cl:1][C:2]1[CH:30]=[CH:29][C:5]([CH2:6][NH:7][C:8]([C:10]2[C:19](=[O:20])[C:18]3[C:13]4=[C:14]([CH:43]=[C:42]([CH2:41][S:40][CH2:38][CH3:39])[N:12]4[CH:11]=2)[CH:15]=[C:16]([CH2:21][N:22]2[CH2:27][CH2:26][O:25][CH2:24][CH2:23]2)[CH:17]=3)=[O:9])=[CH:4][CH:3]=1. (5) Given the reactants Cl[C:2]1[N:11]=[C:10]([NH:12][CH2:13][C:14]2[CH:19]=[CH:18][C:17]([NH:20][C:21]([CH:23]3[CH2:28][CH2:27][N:26]([CH2:29][C:30]4[CH:35]=[CH:34][C:33]([F:36])=[CH:32][CH:31]=4)[CH2:25][CH2:24]3)=[O:22])=[CH:16][CH:15]=2)[C:9]2[C:4](=[CH:5][CH:6]=[C:7]([C:37]([F:40])([F:39])[F:38])[CH:8]=2)[N:3]=1.Cl.[NH:42]1[CH2:45][CH2:44][CH2:43]1, predict the reaction product. The product is: [N:42]1([C:2]2[N:11]=[C:10]([NH:12][CH2:13][C:14]3[CH:19]=[CH:18][C:17]([NH:20][C:21]([CH:23]4[CH2:28][CH2:27][N:26]([CH2:29][C:30]5[CH:35]=[CH:34][C:33]([F:36])=[CH:32][CH:31]=5)[CH2:25][CH2:24]4)=[O:22])=[CH:16][CH:15]=3)[C:9]3[C:4](=[CH:5][CH:6]=[C:7]([C:37]([F:39])([F:38])[F:40])[CH:8]=3)[N:3]=2)[CH2:45][CH2:44][CH2:43]1. (6) Given the reactants [C:1]([O:7][CH2:8][C@@H:9]([O:36][C:37]([CH3:40])([CH3:39])[CH3:38])[C:10]1[C:11]([C:29]2[CH:34]=[CH:33][C:32]([Cl:35])=[CH:31][CH:30]=2)=[C:12]2[C:17](=[CH:18][C:19]=1[CH3:20])[N:16]=[C:15](OS(C(F)(F)F)(=O)=O)[CH:14]=[CH:13]2)(=[O:6])[C:2]([CH3:5])([CH3:4])[CH3:3].[NH:41]1[CH2:46][CH2:45][O:44][CH2:43][CH2:42]1, predict the reaction product. The product is: [C:1]([O:7][CH2:8][C@@H:9]([O:36][C:37]([CH3:39])([CH3:38])[CH3:40])[C:10]1[C:11]([C:29]2[CH:30]=[CH:31][C:32]([Cl:35])=[CH:33][CH:34]=2)=[C:12]2[C:17](=[CH:18][C:19]=1[CH3:20])[N:16]=[C:15]([N:41]1[CH2:46][CH2:45][O:44][CH2:43][CH2:42]1)[CH:14]=[CH:13]2)(=[O:6])[C:2]([CH3:5])([CH3:4])[CH3:3].